From a dataset of NCI-60 drug combinations with 297,098 pairs across 59 cell lines. Regression. Given two drug SMILES strings and cell line genomic features, predict the synergy score measuring deviation from expected non-interaction effect. (1) Drug 1: CN(C)N=NC1=C(NC=N1)C(=O)N. Drug 2: C1CCC(C(C1)N)N.C(=O)(C(=O)[O-])[O-].[Pt+4]. Cell line: LOX IMVI. Synergy scores: CSS=36.7, Synergy_ZIP=-10.5, Synergy_Bliss=-7.76, Synergy_Loewe=-5.63, Synergy_HSA=-5.02. (2) Drug 1: CC1=CC=C(C=C1)C2=CC(=NN2C3=CC=C(C=C3)S(=O)(=O)N)C(F)(F)F. Drug 2: C(CC(=O)O)C(=O)CN.Cl. Cell line: ACHN. Synergy scores: CSS=3.54, Synergy_ZIP=-2.38, Synergy_Bliss=-4.13, Synergy_Loewe=-0.182, Synergy_HSA=-1.83. (3) Drug 1: CCC(=C(C1=CC=CC=C1)C2=CC=C(C=C2)OCCN(C)C)C3=CC=CC=C3.C(C(=O)O)C(CC(=O)O)(C(=O)O)O. Drug 2: CC1=C(N=C(N=C1N)C(CC(=O)N)NCC(C(=O)N)N)C(=O)NC(C(C2=CN=CN2)OC3C(C(C(C(O3)CO)O)O)OC4C(C(C(C(O4)CO)O)OC(=O)N)O)C(=O)NC(C)C(C(C)C(=O)NC(C(C)O)C(=O)NCCC5=NC(=CS5)C6=NC(=CS6)C(=O)NCCC[S+](C)C)O. Cell line: NCIH23. Synergy scores: CSS=46.0, Synergy_ZIP=-1.37, Synergy_Bliss=-1.55, Synergy_Loewe=-35.4, Synergy_HSA=0.0533. (4) Drug 1: C1=CN(C=N1)CC(O)(P(=O)(O)O)P(=O)(O)O. Drug 2: CC(C)(C#N)C1=CC(=CC(=C1)CN2C=NC=N2)C(C)(C)C#N. Cell line: T-47D. Synergy scores: CSS=4.33, Synergy_ZIP=0.309, Synergy_Bliss=1.13, Synergy_Loewe=0.210, Synergy_HSA=1.11. (5) Drug 1: CC1CCC2CC(C(=CC=CC=CC(CC(C(=O)C(C(C(=CC(C(=O)CC(OC(=O)C3CCCCN3C(=O)C(=O)C1(O2)O)C(C)CC4CCC(C(C4)OC)O)C)C)O)OC)C)C)C)OC. Drug 2: C1C(C(OC1N2C=NC3=C2NC=NCC3O)CO)O. Cell line: MOLT-4. Synergy scores: CSS=31.9, Synergy_ZIP=2.16, Synergy_Bliss=0.327, Synergy_Loewe=-18.5, Synergy_HSA=0.576. (6) Drug 1: C1=CN(C(=O)N=C1N)C2C(C(C(O2)CO)O)O.Cl. Drug 2: CC1C(C(CC(O1)OC2CC(OC(C2O)C)OC3=CC4=CC5=C(C(=O)C(C(C5)C(C(=O)C(C(C)O)O)OC)OC6CC(C(C(O6)C)O)OC7CC(C(C(O7)C)O)OC8CC(C(C(O8)C)O)(C)O)C(=C4C(=C3C)O)O)O)O. Cell line: SNB-19. Synergy scores: CSS=51.6, Synergy_ZIP=-0.131, Synergy_Bliss=0.0958, Synergy_Loewe=0.110, Synergy_HSA=1.07. (7) Drug 1: CC1CCC2CC(C(=CC=CC=CC(CC(C(=O)C(C(C(=CC(C(=O)CC(OC(=O)C3CCCCN3C(=O)C(=O)C1(O2)O)C(C)CC4CCC(C(C4)OC)OCCO)C)C)O)OC)C)C)C)OC. Drug 2: B(C(CC(C)C)NC(=O)C(CC1=CC=CC=C1)NC(=O)C2=NC=CN=C2)(O)O. Cell line: NCI-H460. Synergy scores: CSS=49.9, Synergy_ZIP=-2.01, Synergy_Bliss=-2.07, Synergy_Loewe=-4.34, Synergy_HSA=-2.07. (8) Drug 1: CCC1(CC2CC(C3=C(CCN(C2)C1)C4=CC=CC=C4N3)(C5=C(C=C6C(=C5)C78CCN9C7C(C=CC9)(C(C(C8N6C)(C(=O)OC)O)OC(=O)C)CC)OC)C(=O)OC)O.OS(=O)(=O)O. Drug 2: CC1=C(C=C(C=C1)C(=O)NC2=CC(=CC(=C2)C(F)(F)F)N3C=C(N=C3)C)NC4=NC=CC(=N4)C5=CN=CC=C5. Cell line: UACC-257. Synergy scores: CSS=0.757, Synergy_ZIP=-0.420, Synergy_Bliss=-0.886, Synergy_Loewe=-0.218, Synergy_HSA=-1.06. (9) Drug 1: CCCCC(=O)OCC(=O)C1(CC(C2=C(C1)C(=C3C(=C2O)C(=O)C4=C(C3=O)C=CC=C4OC)O)OC5CC(C(C(O5)C)O)NC(=O)C(F)(F)F)O. Drug 2: CN(C(=O)NC(C=O)C(C(C(CO)O)O)O)N=O. Cell line: BT-549. Synergy scores: CSS=40.0, Synergy_ZIP=-8.63, Synergy_Bliss=-10.8, Synergy_Loewe=-29.5, Synergy_HSA=-9.92. (10) Drug 1: CCCCCOC(=O)NC1=NC(=O)N(C=C1F)C2C(C(C(O2)C)O)O. Drug 2: COC1=C2C(=CC3=C1OC=C3)C=CC(=O)O2. Cell line: HCT116. Synergy scores: CSS=-3.77, Synergy_ZIP=4.45, Synergy_Bliss=2.75, Synergy_Loewe=-1.34, Synergy_HSA=-3.53.